Dataset: NCI-60 drug combinations with 297,098 pairs across 59 cell lines. Task: Regression. Given two drug SMILES strings and cell line genomic features, predict the synergy score measuring deviation from expected non-interaction effect. Drug 1: C1CN1C2=NC(=NC(=N2)N3CC3)N4CC4. Drug 2: C(CC(=O)O)C(=O)CN.Cl. Cell line: UACC-257. Synergy scores: CSS=9.83, Synergy_ZIP=-6.21, Synergy_Bliss=-6.79, Synergy_Loewe=-5.46, Synergy_HSA=-4.65.